This data is from Plasma protein binding rate (PPBR) regression data from AstraZeneca. The task is: Regression/Classification. Given a drug SMILES string, predict its absorption, distribution, metabolism, or excretion properties. Task type varies by dataset: regression for continuous measurements (e.g., permeability, clearance, half-life) or binary classification for categorical outcomes (e.g., BBB penetration, CYP inhibition). For this dataset (ppbr_az), we predict Y. (1) The compound is CCC(CC)NC(=O)c1c(C)nn(C(C)C)c1NS(=O)(=O)c1ccc(C)cc1. The Y is 96.5 %. (2) The molecule is C[C@@H](NC(=O)[C@H]1CCCNC1)c1ccc(Nc2ncc3cc(-c4ccncc4)ccc3n2)cc1. The Y is 94.6 %. (3) The compound is O=S(=O)(CCCOCCc1ccccc1)CCNCCc1ccc(O)c2nc(O)sc12. The Y is 94.4 %. (4) The compound is COc1cnc(-c2c(C)ccc(F)c2CCNC(=O)c2ccc(COCC(F)(F)F)nc2)cn1. The Y is 97.6 %.